Predict which catalyst facilitates the given reaction. From a dataset of Catalyst prediction with 721,799 reactions and 888 catalyst types from USPTO. (1) Reactant: [N:1]1[NH:2][C:3]2[C:12]3[C:11]=1[CH2:10][CH2:9][S:8][C:7]=3[N:6]=[C:5]([NH2:13])[N:4]=2.Cl.Cl[CH2:16][C:17]1[CH:26]=[CH:25][C:24]2[C:19](=[CH:20][CH:21]=[CH:22][CH:23]=2)[N:18]=1.C(=O)([O-])[O-].[K+].[K+]. Product: [N:18]1[C:19]2[C:24](=[CH:23][CH:22]=[CH:21][CH:20]=2)[CH:25]=[CH:26][C:17]=1[CH2:16][N:2]1[C:3]2[C:12]3[C:11]([CH2:10][CH2:9][S:8][C:7]=3[N:6]=[C:5]([NH2:13])[N:4]=2)=[N:1]1. The catalyst class is: 9. (2) Reactant: [F:1][C:2]1[CH:21]=[CH:20][C:5]([CH2:6][NH:7][C:8]([C:10]2[S:14][C:13]3[CH:15]=[CH:16][CH:17]=[CH:18][C:12]=3[C:11]=2[Br:19])=[O:9])=[CH:4][CH:3]=1.[H-].[Na+].[CH2:24](Br)[CH:25]=[CH2:26]. Product: [Br:19][C:11]1[C:12]2[CH:18]=[CH:17][CH:16]=[CH:15][C:13]=2[S:14][C:10]=1[C:8]([N:7]([CH2:6][C:5]1[CH:20]=[CH:21][C:2]([F:1])=[CH:3][CH:4]=1)[CH2:26][CH:25]=[CH2:24])=[O:9]. The catalyst class is: 1. (3) The catalyst class is: 1. Product: [CH2:22]([N:29]([CH3:30])[C:15]1[N:3]=[C:4]([OH:14])[C:5]2[C:6]([CH:16]=1)=[CH:7][C:8]([O:11][CH3:12])=[CH:9][CH:10]=2)[C:23]1[CH:28]=[CH:27][CH:26]=[CH:25][CH:24]=1. Reactant: C([N:3]([CH2:15][CH3:16])[C:4](=[O:14])[C:5]1[CH:10]=[CH:9][C:8]([O:11][CH3:12])=[CH:7][C:6]=1C)C.C([Li])(C)(C)C.[CH2:22]([N:29](C)[C:30]#N)[C:23]1[CH:28]=[CH:27][CH:26]=[CH:25][CH:24]=1. (4) Reactant: [Cl:1][C:2]1[CH:7]=[CH:6][CH:5]=[CH:4][C:3]=1[S:8](Cl)(=[O:10])=[O:9].O1CCOCC1.C(=O)(O)[O-].[Na+:22].S([O-])([O-])=O.[Na+].[Na+]. Product: [Na+:22].[Cl:1][C:2]1[CH:7]=[CH:6][CH:5]=[CH:4][C:3]=1[S:8]([O-:10])=[O:9]. The catalyst class is: 6. (5) Reactant: [C:1]([CH2:3][CH2:4][C:5]1[C:6]([C:15]2[CH:20]=[C:19]([O:21][CH3:22])[CH:18]=[CH:17][C:16]=2[F:23])=[N:7][CH:8]=[C:9]([CH:14]=1)[C:10](OC)=[O:11])#[N:2].CO.[BH4-].[Na+].[Cl-].[NH4+]. Product: [F:23][C:16]1[CH:17]=[CH:18][C:19]([O:21][CH3:22])=[CH:20][C:15]=1[C:6]1[C:5]([CH2:4][CH2:3][C:1]#[N:2])=[CH:14][C:9]([CH2:10][OH:11])=[CH:8][N:7]=1. The catalyst class is: 1.